Predict which catalyst facilitates the given reaction. From a dataset of Catalyst prediction with 721,799 reactions and 888 catalyst types from USPTO. Reactant: Br[C:2]1[CH:3]=[CH:4][C:5]([CH2:8][N:9]([CH3:23])[CH:10]2[CH2:15][CH2:14][N:13]([C:16]([O:18][C:19]([CH3:22])([CH3:21])[CH3:20])=[O:17])[CH2:12][CH2:11]2)=[N:6][CH:7]=1.[C:24]([C:26]1[CH:31]=[CH:30][C:29](B(O)O)=[CH:28][CH:27]=1)#[N:25].C([O-])([O-])=O.[K+].[K+].O1CCOCC1. Product: [C:24]([C:26]1[CH:31]=[CH:30][C:29]([C:2]2[CH:3]=[CH:4][C:5]([CH2:8][N:9]([CH3:23])[CH:10]3[CH2:15][CH2:14][N:13]([C:16]([O:18][C:19]([CH3:22])([CH3:21])[CH3:20])=[O:17])[CH2:12][CH2:11]3)=[N:6][CH:7]=2)=[CH:28][CH:27]=1)#[N:25]. The catalyst class is: 103.